Dataset: Reaction yield outcomes from USPTO patents with 853,638 reactions. Task: Predict the reaction yield, written as a fraction of the theoretical maximum amount of product (1.0 means a 100% yield; for example, 0.34 means a 34% yield). (1) The reactants are [Cl-].O[NH3+:3].[C:4](=[O:7])([O-])[OH:5].[Na+].CS(C)=O.[F:13][C:14]1[CH:15]=[C:16]([N:22]2[C:27](=[O:28])[C:26]([CH2:29][C:30]3[CH:35]=[CH:34][C:33]([C:36]4[C:37]([C:42]#[N:43])=[CH:38][CH:39]=[CH:40][CH:41]=4)=[CH:32][CH:31]=3)=[C:25]([CH2:44][CH2:45][CH3:46])[N:24]=[C:23]2[CH3:47])[CH:17]=[CH:18][C:19]=1[O:20][CH3:21]. The catalyst is O.C(OCC)(=O)C. The product is [F:13][C:14]1[CH:15]=[C:16]([N:22]2[C:27](=[O:28])[C:26]([CH2:29][C:30]3[CH:35]=[CH:34][C:33]([C:36]4[CH:41]=[CH:40][CH:39]=[CH:38][C:37]=4[C:42]4[NH:3][C:4](=[O:7])[O:5][N:43]=4)=[CH:32][CH:31]=3)=[C:25]([CH2:44][CH2:45][CH3:46])[N:24]=[C:23]2[CH3:47])[CH:17]=[CH:18][C:19]=1[O:20][CH3:21]. The yield is 0.740. (2) The reactants are C1(C)C=CC(S(O)(=O)=O)=CC=1.C(O[C:15](=[O:31])[C:16](=[CH:22][NH:23][C:24]1[CH:29]=[CH:28][CH:27]=[CH:26][C:25]=1[I:30])[C:17]([O:19][CH2:20][CH3:21])=[O:18])C. The catalyst is C1(OC2C=CC=CC=2)C=CC=CC=1. The product is [CH2:20]([O:19][C:17]([C:16]1[C:15](=[O:31])[C:29]2[C:24](=[C:25]([I:30])[CH:26]=[CH:27][CH:28]=2)[NH:23][CH:22]=1)=[O:18])[CH3:21]. The yield is 0.460. (3) The reactants are [OH:1][CH2:2][CH:3]([CH2:21][OH:22])[CH2:4][O:5][C:6]1[CH:13]=[C:12]([O:14][CH3:15])[C:11]([C:16]2[S:17][CH:18]=[CH:19][CH:20]=2)=[CH:10][C:7]=1[CH:8]=O.[C:23]([C:26]1[CH:34]=[CH:33][C:29]([C:30]([OH:32])=[O:31])=[CH:28][CH:27]=1)(=[O:25])[CH3:24]. No catalyst specified. The product is [OH:1][CH2:2][CH:3]([CH2:21][OH:22])[CH2:4][O:5][C:6]1[CH:13]=[C:12]([O:14][CH3:15])[C:11]([C:16]2[S:17][CH:18]=[CH:19][CH:20]=2)=[CH:10][C:7]=1/[CH:8]=[CH:24]/[C:23]([C:26]1[CH:34]=[CH:33][C:29]([C:30]([OH:32])=[O:31])=[CH:28][CH:27]=1)=[O:25]. The yield is 0.610.